This data is from Full USPTO retrosynthesis dataset with 1.9M reactions from patents (1976-2016). The task is: Predict the reactants needed to synthesize the given product. (1) Given the product [C:99]([O:98][C:96]([N:84]1[C@H:83]([C:81](=[O:82])[NH:80][C@H:70]2[C:79]3[C:74](=[CH:75][CH:76]=[CH:77][CH:78]=3)[CH2:73][CH2:72][CH2:71]2)[CH:87]=[C:86]([C:111]2[CH:120]=[C:119]3[C:114]([CH2:115][C@@H:116]([C:128]([O:130][CH3:131])=[O:129])[N:117]([C:121]([O:123][C:124]([CH3:127])([CH3:126])[CH3:125])=[O:122])[CH2:118]3)=[CH:113][CH:112]=2)[CH2:85]1)=[O:97])([CH3:102])([CH3:100])[CH3:101], predict the reactants needed to synthesize it. The reactants are: CC(C)(C)[C@H](NC(=O)[C@@H](NC)C)C(N1[C@H](C(N[C@H]2C3C(=CC=CC=3)CCC2)=O)CC2C(=CC([C@H]3C[C@@H](C(=O)N[C@H]4C5C(=CC=CC=5)CCC4)N(C(=O)[C@@H](NC(=O)[C@@H](NC)C)C(C)(C)C)C3)=CC=2)C1)=O.[C@H:70]1([NH:80][C:81]([C@@H:83]2[CH:87]=[C:86](OS(C(F)(F)F)(=O)=O)[CH2:85][N:84]2[C:96]([O:98][C:99]([CH3:102])([CH3:101])[CH3:100])=[O:97])=[O:82])[C:79]2[C:74](=[CH:75][CH:76]=[CH:77][CH:78]=2)[CH2:73][CH2:72][CH2:71]1.CC1(C)C(C)(C)OB([C:111]2[CH:120]=[C:119]3[C:114]([CH2:115][C@@H:116]([C:128]([O:130][CH3:131])=[O:129])[N:117]([C:121]([O:123][C:124]([CH3:127])([CH3:126])[CH3:125])=[O:122])[CH2:118]3)=[CH:113][CH:112]=2)O1. (2) Given the product [C:18]([C:8]1[C:7]([N:31]2[CH2:32][CH2:33][C@H:29]([NH:28][C:26](=[O:27])[CH:25]([CH3:24])[CH3:34])[CH2:30]2)=[C:16]2[C:11]([CH:12]=[CH:13][CH:14]=[N:15]2)=[C:10]([Cl:17])[CH:9]=1)(=[O:20])[CH3:19], predict the reactants needed to synthesize it. The reactants are: FC(F)(F)S(O[C:7]1[C:8]([C:18](=[O:20])[CH3:19])=[CH:9][C:10]([Cl:17])=[C:11]2[C:16]=1[N:15]=[CH:14][CH:13]=[CH:12]2)(=O)=O.Cl.[CH3:24][CH:25]([CH3:34])[C:26]([NH:28][C@H:29]1[CH2:33][CH2:32][NH:31][CH2:30]1)=[O:27].C(=O)([O-])[O-].[Cs+].[Cs+]. (3) Given the product [CH2:30]([O:31][C:2]1[CH:1]=[CH:6][CH:5]=[CH:4][C:3]=1[NH:7][C:8](=[O:20])[C@@H:9]([NH:7][C:8](=[O:20])[CH2:9][CH2:10][CH:11]=[CH2:12])[CH2:10][CH2:11][CH2:12][CH2:13][NH:14][C:15](=[O:19])[O:31][CH2:30][C:29]1[CH:6]=[CH:1][CH:2]=[CH:3][CH:28]=1)[CH:29]=[CH2:28], predict the reactants needed to synthesize it. The reactants are: [C:1]1(C2C=CC=CC=2)[CH:6]=[CH:5][CH:4]=[C:3]([NH:7][C:8](=[O:20])[CH2:9][CH2:10][CH2:11][CH2:12][CH2:13][NH:14][C:15](=[O:19])CCBr)[CH:2]=1.Br[CH2:28][CH2:29][C:30](Cl)=[O:31].C(Cl)Cl.